Dataset: Reaction yield outcomes from USPTO patents with 853,638 reactions. Task: Predict the reaction yield, written as a fraction of the theoretical maximum amount of product (1.0 means a 100% yield; for example, 0.34 means a 34% yield). (1) The reactants are [CH2:1]([O:19][C:20](=[O:66])[CH2:21][CH2:22][N:23](C(OC(C)(C)C)=O)[CH2:24][CH2:25][CH2:26][CH2:27][N:28](C(OC(C)(C)C)=O)[CH2:29][CH2:30][C:31]([O:33][CH2:34][CH2:35][CH2:36][CH2:37][CH2:38][CH2:39][CH2:40][CH:41]=[CH:42][CH2:43][CH2:44][CH2:45][CH2:46][CH2:47][CH2:48][CH2:49][CH2:50][CH3:51])=[O:32])[CH2:2][CH2:3][CH2:4][CH2:5][CH2:6][CH2:7][CH:8]=[CH:9][CH2:10][CH2:11][CH2:12][CH2:13][CH2:14][CH2:15][CH2:16][CH2:17][CH3:18].[ClH:67]. The catalyst is C(Cl)Cl.CCOC(C)=O. The product is [ClH:67].[ClH:67].[CH2:1]([O:19][C:20](=[O:66])[CH2:21][CH2:22][NH:23][CH2:24][CH2:25][CH2:26][CH2:27][NH:28][CH2:29][CH2:30][C:31]([O:33][CH2:34][CH2:35][CH2:36][CH2:37][CH2:38][CH2:39][CH2:40][CH2:41][CH:42]=[CH:43][CH2:44][CH2:45][CH2:46][CH2:47][CH2:48][CH2:49][CH2:50][CH3:51])=[O:32])[CH2:2][CH2:3][CH2:4][CH2:5][CH2:6][CH2:7][CH2:8][CH:9]=[CH:10][CH2:11][CH2:12][CH2:13][CH2:14][CH2:15][CH2:16][CH2:17][CH3:18]. The yield is 0.910. (2) The reactants are [CH3:1][N:2]1[CH2:7][CH2:6][N:5]([C:8]2[CH:13]=[CH:12][C:11]([CH3:14])=[C:10]([N+:15]([O-])=O)[CH:9]=2)[CH2:4][CH2:3]1. The catalyst is C(O)C.C1CCCCC=1.[Pd]. The product is [CH3:14][C:11]1[CH:12]=[CH:13][C:8]([N:5]2[CH2:4][CH2:3][N:2]([CH3:1])[CH2:7][CH2:6]2)=[CH:9][C:10]=1[NH2:15]. The yield is 1.00. (3) The reactants are [C:1]([N:4]([C:34]1[CH:39]=[CH:38][C:37]([Cl:40])=[CH:36][C:35]=1[CH3:41])[C@H:5]1[C:14]2[C:9](=[CH:10][CH:11]=[CH:12][CH:13]=2)[N:8]([C:15]([C:17]2[CH:32]=[CH:31][C:20]([O:21][CH2:22][CH2:23][C:24]([CH3:30])([CH3:29])[C:25]([O:27]C)=[O:26])=[CH:19][CH:18]=2)=[O:16])[C@@H:7]([CH3:33])[CH2:6]1)(=[O:3])[CH3:2].[OH-].[Na+]. The catalyst is CO.O1CCCC1.O. The product is [C:1]([N:4]([C:34]1[CH:39]=[CH:38][C:37]([Cl:40])=[CH:36][C:35]=1[CH3:41])[C@H:5]1[C:14]2[C:9](=[CH:10][CH:11]=[CH:12][CH:13]=2)[N:8]([C:15]([C:17]2[CH:32]=[CH:31][C:20]([O:21][CH2:22][CH2:23][C:24]([CH3:29])([CH3:30])[C:25]([OH:27])=[O:26])=[CH:19][CH:18]=2)=[O:16])[C@@H:7]([CH3:33])[CH2:6]1)(=[O:3])[CH3:2]. The yield is 0.890. (4) The reactants are [OH:1][CH2:2][C:3]1[N:4]=[N:5][N:6]([CH2:8][CH2:9][CH2:10][N:11]2[C:19](=[O:20])[C:18]3[C:13](=[CH:14][CH:15]=[CH:16][CH:17]=3)[C:12]2=[O:21])[CH:7]=1. The catalyst is ClCCl.[O-2].[O-2].[Mn+4]. The product is [O:20]=[C:19]1[C:18]2[C:13](=[CH:14][CH:15]=[CH:16][CH:17]=2)[C:12](=[O:21])[N:11]1[CH2:10][CH2:9][CH2:8][N:6]1[CH:7]=[C:3]([CH:2]=[O:1])[N:4]=[N:5]1. The yield is 0.310. (5) The reactants are [NH:1]1[CH:5]=[C:4]([C:6]2[C:7]3[CH:14]=[CH:13][N:12]([CH2:15][O:16][CH2:17][CH2:18][Si:19]([CH3:22])([CH3:21])[CH3:20])[C:8]=3[N:9]=[CH:10][N:11]=2)[CH:3]=[N:2]1.C(#N)C.[N:26]1([C:32]2[CH:33]=[C:34](/[CH:38]=[CH:39]/[C:40]#[N:41])[CH:35]=[N:36][CH:37]=2)[CH2:31][CH2:30][O:29][CH2:28][CH2:27]1.C1CCN2C(=NCCC2)CC1. No catalyst specified. The product is [N:26]1([C:32]2[CH:33]=[C:34]([CH:38]([N:1]3[CH:5]=[C:4]([C:6]4[C:7]5[CH:14]=[CH:13][N:12]([CH2:15][O:16][CH2:17][CH2:18][Si:19]([CH3:22])([CH3:21])[CH3:20])[C:8]=5[N:9]=[CH:10][N:11]=4)[CH:3]=[N:2]3)[CH2:39][C:40]#[N:41])[CH:35]=[N:36][CH:37]=2)[CH2:31][CH2:30][O:29][CH2:28][CH2:27]1. The yield is 1.00.